Dataset: Full USPTO retrosynthesis dataset with 1.9M reactions from patents (1976-2016). Task: Predict the reactants needed to synthesize the given product. (1) Given the product [CH:1]([O:4][C:5]1[C:10]([CH2:11][NH2:12])=[CH:9][CH:8]=[C:7]([CH3:13])[N:6]=1)([CH3:3])[CH3:2], predict the reactants needed to synthesize it. The reactants are: [CH:1]([O:4][C:5]1[C:10]([C:11]#[N:12])=[CH:9][CH:8]=[C:7]([CH3:13])[N:6]=1)([CH3:3])[CH3:2].C1COCC1.[H-].[H-].[H-].[H-].[Li+].[Al+3].O. (2) The reactants are: [CH2:1]([N:3]([CH:16]1[CH2:21][CH2:20][O:19][CH2:18][CH2:17]1)[C:4]1[C:9]([CH2:10]O)=[CH:8][C:7]([C:12]([F:15])([F:14])[F:13])=[CH:6][N:5]=1)[CH3:2].O=S(Cl)[Cl:24]. Given the product [Cl:24][CH2:10][C:9]1[C:4]([N:3]([CH2:1][CH3:2])[CH:16]2[CH2:21][CH2:20][O:19][CH2:18][CH2:17]2)=[N:5][CH:6]=[C:7]([C:12]([F:15])([F:14])[F:13])[CH:8]=1, predict the reactants needed to synthesize it. (3) Given the product [Cl:7][C:8]1[CH:16]=[CH:15][CH:14]=[CH:13][C:9]=1[C:10]([NH:12][C:2](=[O:3])[NH:17][C:18]1[S:19][C:20]2[CH:26]=[C:25]([S:27][C:28]([CH3:51])([CH3:52])[CH2:29][N:30]([CH:48]([CH3:49])[CH3:50])[C:31](=[O:47])[O:32][CH2:33][CH:34]3[C:35]4[CH:36]=[CH:37][CH:38]=[CH:39][C:40]=4[C:41]4[C:46]3=[CH:45][CH:44]=[CH:43][CH:42]=4)[CH:24]=[CH:23][C:21]=2[N:22]=1)=[O:11], predict the reactants needed to synthesize it. The reactants are: C(Cl)(=O)[C:2](Cl)=[O:3].[Cl:7][C:8]1[CH:16]=[CH:15][CH:14]=[CH:13][C:9]=1[C:10]([NH2:12])=[O:11].[NH2:17][C:18]1[S:19][C:20]2[CH:26]=[C:25]([S:27][C:28]([CH3:52])([CH3:51])[CH2:29][N:30]([CH:48]([CH3:50])[CH3:49])[C:31](=[O:47])[O:32][CH2:33][CH:34]3[C:46]4[CH:45]=[CH:44][CH:43]=[CH:42][C:41]=4[C:40]4[C:35]3=[CH:36][CH:37]=[CH:38][CH:39]=4)[CH:24]=[CH:23][C:21]=2[N:22]=1. (4) Given the product [NH:16]1[C:17]2[C:13](=[CH:12][C:11]([NH:10][C:9]3[C:4]4[CH:3]=[C:2]([S:27]([C:21]5[CH:26]=[CH:25][CH:24]=[CH:23][CH:22]=5)(=[O:29])=[O:28])[NH:20][C:5]=4[N:6]=[CH:7][N:8]=3)=[CH:19][CH:18]=2)[CH:14]=[N:15]1, predict the reactants needed to synthesize it. The reactants are: Br[C:2]1[NH:20][C:5]2[N:6]=[CH:7][N:8]=[C:9]([NH:10][C:11]3[CH:12]=[C:13]4[C:17](=[CH:18][CH:19]=3)[NH:16][N:15]=[CH:14]4)[C:4]=2[CH:3]=1.[C:21]1([S:27]([O-:29])=[O:28])[CH:26]=[CH:25][CH:24]=[CH:23][CH:22]=1.[Na+].